The task is: Predict the product of the given reaction.. This data is from Forward reaction prediction with 1.9M reactions from USPTO patents (1976-2016). (1) The product is: [Br:1][C:2]1[N:7]=[C:6]([CH2:8][NH:9][C:10]2[C:15]([CH:16]([CH3:17])[CH3:18])=[CH:14][CH:13]=[CH:12][C:11]=2[CH:19]([CH3:21])[CH3:20])[CH:5]=[CH:4][CH:3]=1. Given the reactants [Br:1][C:2]1[N:7]=[C:6](/[CH:8]=[N:9]/[C:10]2[C:15]([CH:16]([CH3:18])[CH3:17])=[CH:14][CH:13]=[CH:12][C:11]=2[CH:19]([CH3:21])[CH3:20])[CH:5]=[CH:4][CH:3]=1.[BH3-]C#N.[Na+].CC(O)=O.CO, predict the reaction product. (2) Given the reactants [O:1]1[C:5]2[CH:6]=[CH:7][CH:8]=[CH:9][C:4]=2[C:3](=O)[CH2:2]1.Cl.[CH3:12][O:13][NH2:14].C([O-])(=O)C.[Na+], predict the reaction product. The product is: [CH3:12][O:13][N:14]=[C:3]1[C:4]2[CH:9]=[CH:8][CH:7]=[CH:6][C:5]=2[O:1][CH2:2]1.